From a dataset of Reaction yield outcomes from USPTO patents with 853,638 reactions. Predict the reaction yield, written as a fraction of the theoretical maximum amount of product (1.0 means a 100% yield; for example, 0.34 means a 34% yield). (1) The reactants are [Cl:1][C:2]1[CH:14]=[C:13]([Cl:15])[CH:12]=[CH:11][C:3]=1[O:4][CH2:5][CH2:6][CH2:7][C:8]([OH:10])=O.C(N(CC)CC)C.C(Cl)(=O)OCC(C)C.[NH2:31][C:32]1[CH:37]=[CH:36][CH:35]=[CH:34][CH:33]=1.Cl. The catalyst is ClCCl. The product is [Cl:1][C:2]1[CH:14]=[C:13]([Cl:15])[CH:12]=[CH:11][C:3]=1[O:4][CH2:5][CH2:6][CH2:7][C:8]([NH:31][C:32]1[CH:37]=[CH:36][CH:35]=[CH:34][CH:33]=1)=[O:10]. The yield is 0.775. (2) The reactants are [Br-].[CH2:7]([Zn][CH2:7][CH:8]([CH3:10])[CH3:9])[CH:8]([CH3:10])[CH3:9].[F:11][C:12]([F:34])([F:33])[C:13]([C:22]1[CH:27]=[C:26]([CH2:28][CH2:29][CH3:30])[C:25]([OH:31])=[C:24](I)[CH:23]=1)([O:18][CH2:19][O:20][CH3:21])[C:14]([F:17])([F:16])[F:15].Cl. The catalyst is O1CCCC1.C1C=CC(P(C2C=CC=CC=2)[C-]2C=CC=C2)=CC=1.C1C=CC(P(C2C=CC=CC=2)[C-]2C=CC=C2)=CC=1.Cl[Pd]Cl.[Fe+2].[Cu]I. The product is [F:11][C:12]([F:33])([F:34])[C:13]([C:22]1[CH:27]=[C:26]([CH2:28][CH2:29][CH3:30])[C:25]([OH:31])=[C:24]([CH2:7][CH:8]([CH3:9])[CH3:10])[CH:23]=1)([O:18][CH2:19][O:20][CH3:21])[C:14]([F:15])([F:17])[F:16]. The yield is 0.630. (3) The reactants are [C:1]([NH:6][C:7]1[NH:8][C:9](=[O:42])[C:10]2[N:11]=[CH:12][N:13]([C@@H:16]3[O:28][C@H:27]([CH2:29][O:30][C:31]4(C(=O)C(C)C)[CH2:36][CH2:35][CH2:34][CH2:33][O:32]4)[C@@H:19]([O:20][CH:21]4[CH2:26][CH2:25][CH2:24][CH2:23][O:22]4)[C@@H:17]3[OH:18])[C:14]=2[N:15]=1)(=[O:5])[CH:2]([CH3:4])[CH3:3].[OH-].[Na+].CCO.CO.C([O-])(O)=O.[Na+]. The catalyst is N1C=CC=CC=1.CO.O.C(O)(=O)C. The product is [C:1]([NH:6][C:7]1[NH:8][C:9](=[O:42])[C:10]2[N:11]=[CH:12][N:13]([C@@H:16]3[O:28][C@H:27]([CH2:29][O:30][CH:31]4[CH2:36][CH2:35][CH2:34][CH2:33][O:32]4)[C@@H:19]([O:20][CH:21]4[CH2:26][CH2:25][CH2:24][CH2:23][O:22]4)[C@@H:17]3[OH:18])[C:14]=2[N:15]=1)(=[O:5])[CH:2]([CH3:4])[CH3:3]. The yield is 0.783. (4) The reactants are [Cl:1][C:2]1[N:10]([CH2:11][CH:12]=[CH2:13])[C:9]2[C:8](=[O:14])[NH:7][C:6](=[O:15])[NH:5][C:4]=2[N:3]=1.I[CH2:17][CH2:18][CH3:19].C(=O)([O-])[O-].[Na+].[Na+]. The catalyst is CN(C=O)C. The product is [Cl:1][C:2]1[N:10]([CH2:11][CH:12]=[CH2:13])[C:9]2[C:8](=[O:14])[NH:7][C:6](=[O:15])[N:5]([CH2:17][CH2:18][CH3:19])[C:4]=2[N:3]=1. The yield is 0.460. (5) The reactants are [NH2:1][CH2:2][CH2:3][CH2:4][CH2:5][OH:6].[CH3:7][C:8]([O:11][C:12](O[C:12]([O:11][C:8]([CH3:10])([CH3:9])[CH3:7])=[O:13])=[O:13])([CH3:10])[CH3:9]. The catalyst is C(Cl)Cl. The product is [OH:6][CH2:5][CH2:4][CH2:3][CH2:2][NH:1][C:12](=[O:13])[O:11][C:8]([CH3:10])([CH3:9])[CH3:7]. The yield is 0.880. (6) The reactants are [NH2:1][C:2]1[CH:11]=[CH:10][CH:9]=[C:8]2[C:3]=1[C:4](=[O:21])[N:5]([CH:13]1[CH2:18][CH2:17][C:16](=[O:19])[NH:15][C:14]1=[O:20])[C:6]([CH3:12])=[N:7]2.[CH:22]1([C:25](Cl)=O)C[CH2:23]1.[O:28]1CC[CH2:30][CH2:29]1. No catalyst specified. The product is [CH:22]1([CH2:30][C:29]([NH:1][C:2]2[CH:11]=[CH:10][CH:9]=[C:8]3[C:3]=2[C:4](=[O:21])[N:5]([CH:13]2[CH2:18][CH2:17][C:16](=[O:19])[NH:15][C:14]2=[O:20])[C:6]([CH3:12])=[N:7]3)=[O:28])[CH2:25][CH2:23]1. The yield is 0.230. (7) The reactants are Cl[C:2]1[N:7]=[C:6]2[NH:8][N:9]=[C:10]([C:11]3[CH:16]=[CH:15][N:14]=[C:13]([S:17][CH3:18])[N:12]=3)[C:5]2=[CH:4][N:3]=1.[CH3:19][N:20]([CH3:24])[CH2:21][CH2:22][NH2:23].C(N(CC)CC)C. The catalyst is CC(O)C. The product is [CH3:19][N:20]([CH3:24])[CH2:21][CH2:22][NH:23][C:2]1[N:7]=[C:6]2[NH:8][N:9]=[C:10]([C:11]3[CH:16]=[CH:15][N:14]=[C:13]([S:17][CH3:18])[N:12]=3)[C:5]2=[CH:4][N:3]=1. The yield is 0.750.